From a dataset of Full USPTO retrosynthesis dataset with 1.9M reactions from patents (1976-2016). Predict the reactants needed to synthesize the given product. (1) Given the product [CH3:35][O:36][C:37]1[CH:9]=[C:8]([CH:13]=[CH:43][CH:44]=1)[CH2:7][N:5]1[CH2:6][C@@H:2]([CH3:1])[C@H:3]([C:15]2[NH:16][C:17](=[O:30])[C:18]3[CH:23]=[N:22][N:21]([CH:24]4[CH2:25][CH2:26][O:27][CH2:28][CH2:29]4)[C:19]=3[N:20]=2)[CH2:4]1, predict the reactants needed to synthesize it. The reactants are: [CH3:1][C@@H:2]1[CH2:6][N:5]([CH2:7][C:8]2[CH:9]=NC(C)=N[CH:13]=2)[CH2:4][C@H:3]1[C:15]1[NH:16][C:17](=[O:30])[C:18]2[CH:23]=[N:22][N:21]([CH:24]3[CH2:29][CH2:28][O:27][CH2:26][CH2:25]3)[C:19]=2[N:20]=1.C([BH3-])#N.[Na+].[CH3:35][O:36][C:37]1C=C(C=[CH:43][CH:44]=1)C=O. (2) The reactants are: [CH:1]([NH:4][C:5]1[N:6]=[N:7][C:8]([C:11]#[CH:12])=[CH:9][CH:10]=1)([CH3:3])[CH3:2].I[C:14]1[CH:15]=[C:16]([CH:38]=[CH:39][C:40]=1[CH3:41])[C:17]([NH:19][C:20]1[CH:25]=[CH:24][C:23]([CH2:26][N:27]2[CH2:32][CH2:31][N:30]([CH3:33])[CH2:29][CH2:28]2)=[C:22]([C:34]([F:37])([F:36])[F:35])[CH:21]=1)=[O:18]. Given the product [CH:1]([NH:4][C:5]1[N:6]=[N:7][C:8]([C:11]#[C:12][C:39]2[CH:38]=[C:16]([CH:15]=[CH:14][C:40]=2[CH3:41])[C:17]([NH:19][C:20]2[CH:25]=[CH:24][C:23]([CH2:26][N:27]3[CH2:32][CH2:31][N:30]([CH3:33])[CH2:29][CH2:28]3)=[C:22]([C:34]([F:37])([F:36])[F:35])[CH:21]=2)=[O:18])=[CH:9][CH:10]=1)([CH3:3])[CH3:2], predict the reactants needed to synthesize it.